From a dataset of Forward reaction prediction with 1.9M reactions from USPTO patents (1976-2016). Predict the product of the given reaction. Given the reactants [CH:1]([C:4]1[C:12]2[C:7](=[CH:8][CH:9]=[C:10]([O:13][C:14]3[C:20]([CH3:21])=[CH:19][C:17]([NH2:18])=[CH:16][C:15]=3[CH3:22])[CH:11]=2)[NH:6][CH:5]=1)([CH3:3])[CH3:2].Br[CH2:24][C:25]([O:27][CH2:28][CH3:29])=[O:26].C([O-])(=O)C.[Na+].O, predict the reaction product. The product is: [CH:1]([C:4]1[C:12]2[C:7](=[CH:8][CH:9]=[C:10]([O:13][C:14]3[C:15]([CH3:22])=[CH:16][C:17]([NH:18][CH2:24][C:25]([O:27][CH2:28][CH3:29])=[O:26])=[CH:19][C:20]=3[CH3:21])[CH:11]=2)[NH:6][CH:5]=1)([CH3:3])[CH3:2].